This data is from Reaction yield outcomes from USPTO patents with 853,638 reactions. The task is: Predict the reaction yield, written as a fraction of the theoretical maximum amount of product (1.0 means a 100% yield; for example, 0.34 means a 34% yield). (1) The reactants are [CH:1]([C:4]1[CH:18]=[C:17]([O:19][CH3:20])[C:16]([O:21][CH3:22])=[CH:15][C:5]=1[CH:6]=NC(C(C)C)C(C)C)([CH3:3])[CH3:2].Cl.C1C[O:27]CC1. No catalyst specified. The product is [CH:1]([C:4]1[CH:18]=[C:17]([O:19][CH3:20])[C:16]([O:21][CH3:22])=[CH:15][C:5]=1[CH:6]=[O:27])([CH3:3])[CH3:2]. The yield is 0.430. (2) The reactants are [Cl:1][C:2]1[CH:18]=[CH:17][C:5]2[C:6](=O)/[C:7](=[CH:12]/N(C)C)/[CH2:8][C:9](=[O:11])[NH:10][C:4]=2[CH:3]=1.[CH3:19][C:20]1[C:25]([NH:26][C:27]([NH2:29])=[NH:28])=[CH:24][CH:23]=[C:22]([NH:30][CH:31]2[CH2:36][CH2:35][N:34]([CH3:37])[CH2:33][CH2:32]2)[N:21]=1.C(=O)([O-])[O-].[K+].[K+].O. The catalyst is CCO. The product is [Cl:1][C:2]1[CH:18]=[CH:17][C:5]2[C:6]3[N:29]=[C:27]([NH:26][C:25]4[C:20]([CH3:19])=[N:21][C:22]([NH:30][CH:31]5[CH2:36][CH2:35][N:34]([CH3:37])[CH2:33][CH2:32]5)=[CH:23][CH:24]=4)[N:28]=[CH:12][C:7]=3[CH2:8][C:9](=[O:11])[NH:10][C:4]=2[CH:3]=1. The yield is 0.930. (3) The reactants are [CH3:1][O:2][C@@H:3]([C@@H:12]([N:17]([CH3:25])[C:18](=[O:24])[C@H:19]([CH:21]([CH3:23])[CH3:22])[NH2:20])[C@@H:13]([CH3:16])[CH2:14][CH3:15])[CH2:4][C:5]([O:7][C:8]([CH3:11])([CH3:10])[CH3:9])=[O:6].[CH3:26][N:27]1[CH2:34][CH2:33][CH2:32][C@:28]1([CH3:35])[C:29](O)=[O:30].CN(C(ON1N=NC2C=CC=NC1=2)=[N+](C)C)C.F[P-](F)(F)(F)(F)F.C(N(C(C)C)CC)(C)C. The catalyst is ClCCl. The product is [CH3:26][N:27]1[CH2:34][CH2:33][CH2:32][C@:28]1([CH3:35])[C:29]([NH:20][C@H:19]([C:18]([N:17]([C@@H:12]([C@@H:13]([CH3:16])[CH2:14][CH3:15])[C@H:3]([O:2][CH3:1])[CH2:4][C:5]([O:7][C:8]([CH3:11])([CH3:9])[CH3:10])=[O:6])[CH3:25])=[O:24])[CH:21]([CH3:23])[CH3:22])=[O:30]. The yield is 1.00. (4) The reactants are [Si:1]([O:8][CH2:9][CH:10]([CH:12]1[CH2:14][CH2:13]1)[OH:11])([C:4]([CH3:7])([CH3:6])[CH3:5])([CH3:3])[CH3:2].C(N(CC)CC)C.N12CCN(CC1)CC2.[CH3:30][S:31](Cl)(=[O:33])=[O:32]. The catalyst is C(Cl)Cl. The product is [CH3:30][S:31]([O:11][CH:10]([CH:12]1[CH2:13][CH2:14]1)[CH2:9][O:8][Si:1]([C:4]([CH3:7])([CH3:6])[CH3:5])([CH3:3])[CH3:2])(=[O:33])=[O:32]. The yield is 0.930. (5) The reactants are [Cl:1][C:2]1[N:3]=[N:4][C:5]([C:8]2[CH:13]=[CH:12][C:11]([C:14]([F:17])([F:16])[F:15])=[CH:10][CH:9]=2)=[CH:6][CH:7]=1.Cl.Cl.[NH2:20][CH:21]1[CH2:26][CH2:25][CH2:24][NH:23][CH2:22]1.C(=O)([O-])[O-].[K+].[K+]. The catalyst is CC(C)=O. The product is [ClH:1].[F:15][C:14]([F:17])([F:16])[C:11]1[CH:12]=[CH:13][C:8]([C:5]2[N:4]=[N:3][C:2]([N:23]3[CH2:24][CH2:25][CH2:26][CH:21]([NH2:20])[CH2:22]3)=[CH:7][CH:6]=2)=[CH:9][CH:10]=1. The yield is 0.250. (6) The reactants are Cl[C:2]1[CH:7]=C[C:5]([C@@H:8](CNC(C)C)[C:9]([N:11]2[CH2:16][CH2:15][N:14]([C:17]3[CH:22]=[CH:21][N:20]=[C:19]4[NH:23][CH:24]=[C:25]([NH:26]C(=O)CCC)[C:18]=34)[CH2:13][CH2:12]2)=O)=[CH:4][CH:3]=1.[C:37]([OH:45])(=O)[C:38]1[CH:43]=[CH:42][CH:41]=[N:40][CH:39]=1.C(N(CC)CC)C.C([O-])([O-])=O.[Na+].[Na+]. The catalyst is CN(C=O)C.CO.[Li+].[OH-]. The product is [CH2:9]([N:11]1[CH2:16][CH2:15][N:14]([C:17]2[CH:22]=[CH:21][N:20]=[C:19]3[NH:23][CH:24]=[C:25]([NH:26][C:37](=[O:45])[C:38]4[CH:43]=[CH:42][CH:41]=[N:40][CH:39]=4)[C:18]=23)[CH2:13][CH2:12]1)[C:8]1[CH:7]=[CH:2][CH:3]=[CH:4][CH:5]=1. The yield is 0.596. (7) The reactants are C([O:3][C:4](=[O:33])[CH:5]([C:26]1[CH:27]=[C:28]([CH3:32])[CH:29]=[CH:30][CH:31]=1)[CH2:6][C:7]1[CH:11]=[C:10]([C:12]2[CH:17]=[CH:16][C:15]([Br:18])=[CH:14][CH:13]=2)[N:9]([C:19]2[CH:24]=[CH:23][C:22]([CH3:25])=[CH:21][CH:20]=2)[N:8]=1)C.C(OC(=O)C(C1C=C(C)C=CC=1)CC#CC(C1C=CC(Br)=CC=1)=O)C.NN.C([O-])([O-])=O.[Cs+].[Cs+]. The catalyst is C1COCC1.C(OCC)(=O)C. The product is [Br:18][C:15]1[CH:16]=[CH:17][C:12]([C:10]2[N:9]([C:19]3[CH:20]=[CH:21][C:22]([CH3:25])=[CH:23][CH:24]=3)[N:8]=[C:7]([CH2:6][CH:5]([C:26]3[CH:27]=[C:28]([CH3:32])[CH:29]=[CH:30][CH:31]=3)[C:4]([OH:33])=[O:3])[CH:11]=2)=[CH:13][CH:14]=1. The yield is 0.580. (8) The reactants are C([O:8][C:9](=[O:40])[CH2:10][CH:11]([N:23]1[CH:27]=[CH:26][N:25]([C:28]2[CH:33]=[CH:32][C:31]([C:34]3[CH:39]=[CH:38][CH:37]=[CH:36][CH:35]=3)=[CH:30][CH:29]=2)[CH2:24]1)[C:12]([NH:14][C@H:15]1[CH2:21][CH2:20][CH2:19][CH2:18][NH:17][C:16]1=[O:22])=[O:13])C1C=CC=CC=1. The catalyst is CCO. The product is [C:31]1([C:34]2[CH:39]=[CH:38][CH:37]=[CH:36][CH:35]=2)[CH:30]=[CH:29][C:28]([N:25]2[CH:26]=[CH:27][N:23]([CH:11]([C:12]([NH:14][C@H:15]3[CH2:21][CH2:20][CH2:19][CH2:18][NH:17][C:16]3=[O:22])=[O:13])[CH2:10][C:9]([OH:40])=[O:8])[CH2:24]2)=[CH:33][CH:32]=1. The yield is 0.940. (9) The reactants are Cl[C:2]1[N:7]=[C:6]([N:8]2[CH2:13][CH2:12][CH:11]([CH3:14])[CH2:10][CH2:9]2)[C:5]([N+:15]([O-:17])=[O:16])=[CH:4][CH:3]=1.C([O-])([O-])=O.[Na+].[Na+].[CH2:24]([O:31][C:32]([N:34]1[CH2:39][CH2:38][NH:37][CH2:36][CH2:35]1)=[O:33])[C:25]1[CH:30]=[CH:29][CH:28]=[CH:27][CH:26]=1. The catalyst is CN(C=O)C. The product is [CH2:24]([O:31][C:32]([N:34]1[CH2:39][CH2:38][N:37]([C:2]2[N:7]=[C:6]([N:8]3[CH2:13][CH2:12][CH:11]([CH3:14])[CH2:10][CH2:9]3)[C:5]([N+:15]([O-:17])=[O:16])=[CH:4][CH:3]=2)[CH2:36][CH2:35]1)=[O:33])[C:25]1[CH:30]=[CH:29][CH:28]=[CH:27][CH:26]=1. The yield is 0.940.